From a dataset of Full USPTO retrosynthesis dataset with 1.9M reactions from patents (1976-2016). Predict the reactants needed to synthesize the given product. (1) Given the product [C:1]([O:5][C:6]([N:8]1[CH2:12][CH2:11][C@@H:10]([C:13]2[CH:18]=[CH:17][C:16]([SH:19])=[CH:15][CH:14]=2)[CH2:9]1)=[O:7])([CH3:4])([CH3:2])[CH3:3], predict the reactants needed to synthesize it. The reactants are: [C:1]([O:5][C:6]([N:8]1[CH2:12][CH2:11][C@@H:10]([C:13]2[CH:18]=[CH:17][C:16]([S:19]CC[Si](C)(C)C)=[CH:15][CH:14]=2)[CH2:9]1)=[O:7])([CH3:4])([CH3:3])[CH3:2].[F-].C([N+](CCCC)(CCCC)CCCC)CCC.OS([O-])(=O)=O.[K+].[O-]S([O-])(=O)=O.[Na+].[Na+]. (2) Given the product [CH2:21]([O:20][CH:3]([OH:2])[CH2:4][C:5]1[C:17]([CH3:18])=[CH:16][C:8]([O:9][CH2:10][C:11]([O:13][CH2:14][CH3:15])=[O:12])=[C:7]([CH3:19])[CH:6]=1)[CH3:27], predict the reactants needed to synthesize it. The reactants are: C[O:2][CH:3]([O:20][CH3:21])[CH2:4][C:5]1[C:17]([CH3:18])=[CH:16][C:8]([O:9][CH2:10][C:11]([O:13][CH2:14][CH3:15])=[O:12])=[C:7]([CH3:19])[CH:6]=1.Cl(O)(=O)(=O)=O.[C:27](#N)C. (3) The reactants are: Cl[C:2]1[C:7]([C:8]([O:10][CH3:11])=[O:9])=[CH:6][N:5]=[C:4]([Cl:12])[CH:3]=1.[O-:13][CH2:14]C.[Na+]. Given the product [Cl:12][C:4]1[CH:3]=[C:2]([O:13][CH3:14])[C:7]([C:8]([O:10][CH3:11])=[O:9])=[CH:6][N:5]=1, predict the reactants needed to synthesize it. (4) Given the product [C:29]([C:2]1[CH:7]=[CH:6][C:5]([C:8]2[N:17]=[C:16]([NH:18][C:19]3[NH:20][N:21]=[C:22]([CH3:24])[CH:23]=3)[C:15]3[C:10](=[CH:11][CH:12]=[CH:13][CH:14]=3)[N:9]=2)=[CH:4][CH:3]=1)#[CH:30], predict the reactants needed to synthesize it. The reactants are: Br[C:2]1[CH:7]=[CH:6][C:5]([C:8]2[N:17]=[C:16]([NH:18][C:19]3[NH:20][N:21]=[C:22]([CH3:24])[CH:23]=3)[C:15]3[C:10](=[CH:11][CH:12]=[CH:13][CH:14]=3)[N:9]=2)=[CH:4][CH:3]=1.C[Si]([C:29]#[CH:30])(C)C.C(N(CC)CC)C.CCCC[N+](CCCC)(CCCC)CCCC.[F-]. (5) Given the product [N:1]1[CH:6]=[CH:5][CH:4]=[C:3]([CH2:7][NH:8][C:9](=[S:12])[NH:10][N:11]=[CH:19][C:14]2[CH:15]=[CH:16][CH:17]=[CH:18][N:13]=2)[CH:2]=1, predict the reactants needed to synthesize it. The reactants are: [N:1]1[CH:6]=[CH:5][CH:4]=[C:3]([CH2:7][NH:8][C:9](=[S:12])[NH:10][NH2:11])[CH:2]=1.[N:13]1[CH:18]=[CH:17][CH:16]=[CH:15][C:14]=1[CH:19]=O. (6) Given the product [Cl:1][C:2]1[CH:14]=[C:13]([Cl:15])[C:12]([O:16][C:17]2[N:21]([CH3:22])[N:20]=[C:19]([CH3:23])[C:18]=2/[CH:24]=[N:27]/[OH:26])=[CH:11][C:3]=1[O:4][C@@H:5]([CH3:10])[C:6]([O:8][CH3:9])=[O:7], predict the reactants needed to synthesize it. The reactants are: [Cl:1][C:2]1[CH:14]=[C:13]([Cl:15])[C:12]([O:16][C:17]2[N:21]([CH3:22])[N:20]=[C:19]([CH3:23])[C:18]=2[CH:24]=O)=[CH:11][C:3]=1[O:4][C@@H:5]([CH3:10])[C:6]([O:8][CH3:9])=[O:7].[OH2:26].[NH2:27]O. (7) Given the product [F:26][C:24]([F:25])([F:27])[C:22]1[CH:21]=[C:6]([CH:5]=[C:4]([C:3]([F:29])([F:28])[F:2])[CH:23]=1)[CH2:7][N:8]1[C:12]2[CH:13]=[CH:14][CH:15]=[CH:16][C:11]=2[N:10](/[C:17](/[CH3:20])=[CH:18]\[S:19][CH3:9])[C:30]1=[O:31], predict the reactants needed to synthesize it. The reactants are: [Cl-].[F:2][C:3]([F:29])([F:28])[C:4]1[CH:5]=[C:6]([CH:21]=[C:22]([C:24]([F:27])([F:26])[F:25])[CH:23]=1)[CH2:7][N+:8]1[C:12]2[CH:13]=[CH:14][CH:15]=[CH:16][C:11]=2[N:10]2[C:17]([CH3:20])=[CH:18][S:19][C:9]=12.[CH3:30][O-:31].[Na+]. (8) Given the product [CH2:1]([O:3][C:4]1[C:9]2[O:10][CH:11]([CH3:15])[C:12](=[O:14])[NH:13][C:8]=2[CH:7]=[C:6]([CH2:16][N:33]2[CH2:32][CH2:31][N:30]([C:27]3[CH:28]=[CH:29][C:24]([C:23]([NH:22][CH2:20][CH3:21])=[O:37])=[CH:25][C:26]=3[CH3:36])[CH2:35][CH2:34]2)[CH:5]=1)[CH3:2], predict the reactants needed to synthesize it. The reactants are: [CH2:1]([O:3][C:4]1[C:9]2[O:10][CH:11]([CH3:15])[C:12](=[O:14])[NH:13][C:8]=2[CH:7]=[C:6]([CH:16]=O)[CH:5]=1)[CH3:2].Cl.Cl.[CH2:20]([NH:22][C:23](=[O:37])[C:24]1[CH:29]=[CH:28][C:27]([N:30]2[CH2:35][CH2:34][NH:33][CH2:32][CH2:31]2)=[C:26]([CH3:36])[CH:25]=1)[CH3:21].